This data is from Forward reaction prediction with 1.9M reactions from USPTO patents (1976-2016). The task is: Predict the product of the given reaction. (1) Given the reactants I[C:2]1[CH:8]=[CH:7][C:5]([NH2:6])=[CH:4][C:3]=1[CH3:9].[CH2:10]([CH:13]1[CH2:18][CH2:17][CH2:16][NH:15][C:14]1=[O:19])[CH:11]=[CH2:12], predict the reaction product. The product is: [CH2:10]([CH:13]1[CH2:18][CH2:17][CH2:16][N:15]([C:2]2[CH:8]=[CH:7][C:5]([NH2:6])=[CH:4][C:3]=2[CH3:9])[C:14]1=[O:19])[CH:11]=[CH2:12]. (2) Given the reactants [F:1][C:2]1[CH:7]=[C:6]([S:8]([CH3:11])(=[O:10])=[O:9])[CH:5]=[CH:4][C:3]=1[NH:12][CH:13]1[CH2:18][CH2:17][CH2:16][N:15]([CH:19]2[CH2:24][CH2:23][NH:22][CH2:21][CH2:20]2)[C:14]1=[O:25].Cl[C:27]1[N:32]=[CH:31][C:30]([CH2:33][CH3:34])=[CH:29][N:28]=1.CCN(C(C)C)C(C)C, predict the reaction product. The product is: [CH2:33]([C:30]1[CH:29]=[N:28][C:27]([N:22]2[CH2:21][CH2:20][CH:19]([N:15]3[CH2:16][CH2:17][CH2:18][CH:13]([NH:12][C:3]4[CH:4]=[CH:5][C:6]([S:8]([CH3:11])(=[O:10])=[O:9])=[CH:7][C:2]=4[F:1])[C:14]3=[O:25])[CH2:24][CH2:23]2)=[N:32][CH:31]=1)[CH3:34]. (3) Given the reactants [S:1]1[CH:5]=[CH:4][CH:3]=[C:2]1[CH:6]=O.[CH3:8][O:9][C:10](=[O:26])[CH2:11]P(OCC(F)(F)F)(OCC(F)(F)F)=O, predict the reaction product. The product is: [CH3:8][O:9][C:10](=[O:26])[CH:11]=[CH:6][C:2]1[S:1][CH:5]=[CH:4][CH:3]=1. (4) Given the reactants [CH3:1][O:2][C:3]1[CH:8]=[CH:7][C:6]([C@:9]2([OH:24])[CH2:17][C@H:16]3[C@@:12]([CH3:23])([C@@H:13]([O:18][C:19]([CH3:22])([CH3:21])[CH3:20])[CH2:14][CH2:15]3)[CH2:11][CH2:10]2)=[CH:5][CH:4]=1.C[S-].[Na+].O, predict the reaction product. The product is: [CH3:1][O:2][C:3]1[CH:4]=[CH:5][C:6]([C@:9]2([OH:24])[CH2:17][C@H:16]3[C@@:12]([CH3:23])([C@@H:13]([O:18][C:19]([CH3:21])([CH3:20])[CH3:22])[CH2:14][CH2:15]3)[CH2:11][CH2:10]2)=[CH:7][CH:8]=1.[CH3:1][O:2][C:3]1[CH:4]=[CH:5][C:6]([C@@:9]2([OH:24])[CH2:17][C@H:16]3[C@@:12]([CH3:23])([C@@H:13]([O:18][C:19]([CH3:21])([CH3:20])[CH3:22])[CH2:14][CH2:15]3)[CH2:11][CH2:10]2)=[CH:7][CH:8]=1. (5) Given the reactants [C:1]1([C@@H:7]([N:9]2[CH2:15][C@H:14]3[CH2:16][C@:10]2([C:17]2[NH:21][C:20]4[CH:22]=[CH:23][CH:24]=[C:25]([C:26]([OH:28])=O)[C:19]=4[N:18]=2)[CH2:11][CH2:12][CH2:13]3)[CH3:8])[CH:6]=[CH:5][CH:4]=[CH:3][CH:2]=1.C(N1C=CN=C1)([N:31]1C=CN=C1)=O.N, predict the reaction product. The product is: [C:1]1([C@@H:7]([N:9]2[CH2:15][C@H:14]3[CH2:16][C@:10]2([C:17]2[NH:21][C:20]4[CH:22]=[CH:23][CH:24]=[C:25]([C:26]([NH2:31])=[O:28])[C:19]=4[N:18]=2)[CH2:11][CH2:12][CH2:13]3)[CH3:8])[CH:6]=[CH:5][CH:4]=[CH:3][CH:2]=1.